From a dataset of Full USPTO retrosynthesis dataset with 1.9M reactions from patents (1976-2016). Predict the reactants needed to synthesize the given product. (1) Given the product [ClH:1].[ClH:1].[CH3:8][N:9]1[CH2:14][CH2:13][N:12]([C:15]2[CH:16]=[C:17]([NH:21][CH2:22][C:23]([CH3:26])([CH3:25])[CH3:24])[N:18]=[N:19][CH:20]=2)[CH2:11][CH2:10]1, predict the reactants needed to synthesize it. The reactants are: [ClH:1].C(O)=O.C(O)=O.[CH3:8][N:9]1[CH2:14][CH2:13][N:12]([C:15]2[CH:16]=[C:17]([NH:21][CH2:22][C:23]([CH3:26])([CH3:25])[CH3:24])[N:18]=[N:19][CH:20]=2)[CH2:11][CH2:10]1. (2) Given the product [Cl:1][C:2]1[CH:7]=[CH:6][C:5]([O:8][C:9]2[CH:16]=[CH:15][C:14]([CH2:17][O:18][C:19]3[CH:24]=[CH:23][N:22]([CH2:39][C:36]4[CH:35]=[N:34][CH:33]=[CH:38][CH:37]=4)[C:21](=[O:25])[N:20]=3)=[CH:13][C:10]=2[C:11]#[N:12])=[CH:4][C:3]=1[C:26]([F:27])([F:29])[F:28], predict the reactants needed to synthesize it. The reactants are: [Cl:1][C:2]1[CH:7]=[CH:6][C:5]([O:8][C:9]2[CH:16]=[CH:15][C:14]([CH2:17][O:18][C:19]3[NH:20][C:21](=[O:25])[N:22]=[CH:23][CH:24]=3)=[CH:13][C:10]=2[C:11]#[N:12])=[CH:4][C:3]=1[C:26]([F:29])([F:28])[F:27].Cl.ClC[C:33]1[CH:38]=[CH:37][CH:36]=[CH:35][N:34]=1.[C:39]([O-])([O-])=O.[Cs+].[Cs+]. (3) Given the product [CH3:41][N:42]1[C:46]([CH2:47][CH2:48][O:38][C:35]2[CH:36]=[CH:37][C:32]([CH:29]3[CH2:30][CH2:31][N:26]([C:23]4[CH:24]=[CH:25][C:20]5[N:21]([C:17]([C:16]([F:15])([F:39])[F:40])=[N:18][N:19]=5)[N:22]=4)[CH2:27][CH2:28]3)=[CH:33][CH:34]=2)=[CH:45][CH:44]=[N:43]1, predict the reactants needed to synthesize it. The reactants are: CC(OC(/N=N/C(OC(C)C)=O)=O)C.[F:15][C:16]([F:40])([F:39])[C:17]1[N:21]2[N:22]=[C:23]([N:26]3[CH2:31][CH2:30][CH:29]([C:32]4[CH:37]=[CH:36][C:35]([OH:38])=[CH:34][CH:33]=4)[CH2:28][CH2:27]3)[CH:24]=[CH:25][C:20]2=[N:19][N:18]=1.[CH3:41][N:42]1[C:46]([CH2:47][CH2:48]O)=[CH:45][CH:44]=[N:43]1.C1(P(C2C=CC=CC=2)C2C=CC=CC=2)C=CC=CC=1. (4) Given the product [CH3:13][C:10]1([CH3:14])[O:9][CH:8]([C:6]2[CH:5]=[N:4][CH:3]=[C:2]([B:15]3[O:19][C:18]([CH3:21])([CH3:20])[C:17]([CH3:23])([CH3:22])[O:16]3)[CH:7]=2)[CH2:12][O:11]1, predict the reactants needed to synthesize it. The reactants are: Br[C:2]1[CH:3]=[N:4][CH:5]=[C:6]([CH:8]2[CH2:12][O:11][C:10]([CH3:14])([CH3:13])[O:9]2)[CH:7]=1.[B:15]1([B:15]2[O:19][C:18]([CH3:21])([CH3:20])[C:17]([CH3:23])([CH3:22])[O:16]2)[O:19][C:18]([CH3:21])([CH3:20])[C:17]([CH3:23])([CH3:22])[O:16]1.CC([O-])=O.[K+]. (5) Given the product [CH3:1][O:2][C:3](=[O:35])[C:4]1[CH:32]=[C:31]([O:33][CH3:34])[CH:30]=[C:6]([C:7]([NH:9][CH:10]2[CH2:11][CH2:12][N:13]([CH2:45][C:43]3[CH:44]=[C:39]([O:38][CH2:36][CH3:37])[C:40]([C:50]4[CH:55]=[CH:54][C:53]([F:56])=[CH:52][CH:51]=4)=[C:41]([O:47][CH2:48][CH3:49])[CH:42]=3)[CH2:14][CH2:15]2)=[O:8])[CH:5]=1, predict the reactants needed to synthesize it. The reactants are: [CH3:1][O:2][C:3](=[O:35])[C:4]1[CH:32]=[C:31]([O:33][CH3:34])[CH:30]=[C:6]([C:7]([NH:9][CH:10]2[CH2:15][CH2:14][N:13](CC3C=C(OCC)C(F)=C(OCC)C=3)[CH2:12][CH2:11]2)=[O:8])[CH:5]=1.[CH2:36]([O:38][C:39]1[CH:44]=[C:43]([CH:45]=O)[CH:42]=[C:41]([O:47][CH2:48][CH3:49])[C:40]=1[C:50]1[CH:55]=[CH:54][C:53]([F:56])=[CH:52][CH:51]=1)[CH3:37].C([BH3-])#N.[Na+].C(N(C(C)C)C(C)C)C.